From a dataset of Reaction yield outcomes from USPTO patents with 853,638 reactions. Predict the reaction yield, written as a fraction of the theoretical maximum amount of product (1.0 means a 100% yield; for example, 0.34 means a 34% yield). The reactants are [SH:1][CH2:2][CH2:3][CH2:4][Si:5]([CH3:10])([CH3:9])[O:6][CH2:7][CH3:8].C(N(CC)CC)C.[C:18](Cl)(=[O:26])[CH2:19][CH2:20][CH2:21][CH2:22][CH2:23][CH2:24][CH3:25]. The catalyst is C1CCCCC1. The product is [C:18]([S:1][CH2:2][CH2:3][CH2:4][Si:5]([O:6][CH2:7][CH3:8])([CH3:10])[CH3:9])(=[O:26])[CH2:19][CH2:20][CH2:21][CH2:22][CH2:23][CH2:24][CH3:25]. The yield is 0.780.